Dataset: Forward reaction prediction with 1.9M reactions from USPTO patents (1976-2016). Task: Predict the product of the given reaction. Given the reactants [I:1][C:2]1[CH:3]=[CH:4][C:5]([NH:8]/[N:9]=[CH:10]/[C:11]2[CH:16]=[CH:15][CH:14]=[C:13]([O:17][CH2:18][CH2:19][N:20]3[CH2:25][CH2:24][O:23][CH2:22][CH2:21]3)[CH:12]=2)=[N:6][CH:7]=1.CCO, predict the reaction product. The product is: [I:1][C:2]1[CH:3]=[CH:4][C:5]2[N:6]([C:10]([C:11]3[CH:16]=[CH:15][CH:14]=[C:13]([O:17][CH2:18][CH2:19][N:20]4[CH2:21][CH2:22][O:23][CH2:24][CH2:25]4)[CH:12]=3)=[N:9][N:8]=2)[CH:7]=1.